Dataset: Forward reaction prediction with 1.9M reactions from USPTO patents (1976-2016). Task: Predict the product of the given reaction. (1) The product is: [C:13]([O:12][C:9]1([CH2:8][O:7][CH:2]2[CH2:3][CH2:4][CH2:5][CH2:6][O:1]2)[CH2:10][CH2:11]1)(=[O:20])[C:14]1[CH:19]=[CH:18][CH:17]=[CH:16][CH:15]=1. Given the reactants [O:1]1[CH2:6][CH2:5][CH2:4][CH2:3][CH:2]1[O:7][CH2:8][C:9]1([OH:12])[CH2:11][CH2:10]1.[C:13](Cl)(=[O:20])[C:14]1[CH:19]=[CH:18][CH:17]=[CH:16][CH:15]=1, predict the reaction product. (2) Given the reactants [Cl:1][C:2]1[C:3]2[C:10]([CH:11]([C:13]3[CH:14]=[N:15][CH:16]=[C:17]([N:19]=[C:20]([C:27]4[CH:32]=[CH:31][CH:30]=[CH:29][CH:28]=4)[C:21]4[CH:26]=[CH:25][CH:24]=[CH:23][CH:22]=4)[CH:18]=3)[OH:12])=[CH:9][N:8]([CH3:33])[C:4]=2[N:5]=[CH:6][N:7]=1.CC(OI1(OC(C)=O)(OC(C)=O)OC(=O)C2C=CC=CC1=2)=O.[OH-].[Na+], predict the reaction product. The product is: [Cl:1][C:2]1[C:3]2[C:10]([C:11]([C:13]3[CH:14]=[N:15][CH:16]=[C:17]([N:19]=[C:20]([C:21]4[CH:26]=[CH:25][CH:24]=[CH:23][CH:22]=4)[C:27]4[CH:32]=[CH:31][CH:30]=[CH:29][CH:28]=4)[CH:18]=3)=[O:12])=[CH:9][N:8]([CH3:33])[C:4]=2[N:5]=[CH:6][N:7]=1.